This data is from Retrosynthesis with 50K atom-mapped reactions and 10 reaction types from USPTO. The task is: Predict the reactants needed to synthesize the given product. (1) Given the product CCOC(=O)c1ccc(N2CCC(C(=O)NS(=O)(=O)Cc3ccccc3)CC2)nc1CN1CCCC1=O, predict the reactants needed to synthesize it. The reactants are: CCOC(=O)c1cc(Br)c(N2CCC(C(=O)NS(=O)(=O)Cc3ccccc3)CC2)nc1CN1CCCC1=O. (2) The reactants are: CCc1cc(C(F)(C(F)(F)F)C(F)(F)F)cc(C)c1NC(=O)c1ccc2c(c1)CCC2NC(=O)OC(C)(C)C. Given the product CCc1cc(C(F)(C(F)(F)F)C(F)(F)F)cc(C)c1NC(=O)c1ccc2c(c1)CCC2N, predict the reactants needed to synthesize it. (3) Given the product COC(=O)C1(CN2CCC(COc3noc4cccc(OCC5(CO)CCCC5)c34)CC2)CCOCC1, predict the reactants needed to synthesize it. The reactants are: COC(=O)C1(C=O)CCOCC1.OCC1(COc2cccc3onc(OCC4CCNCC4)c23)CCCC1. (4) Given the product Cc1nc(NC(=O)Cc2ccccc2C(=O)O)sc1C(=O)NCc1ccccc1, predict the reactants needed to synthesize it. The reactants are: Cc1nc(N)sc1C(=O)NCc1ccccc1.O=C(O)Cc1ccccc1C(=O)O. (5) Given the product Cn1c2c(c3ccc(-n4ccc(OCc5ccccn5)cc4=O)cc31)CN(C(=O)OC(C)(C)C)CC2, predict the reactants needed to synthesize it. The reactants are: Cn1c2c(c3ccc(Br)cc31)CN(C(=O)OC(C)(C)C)CC2.O=c1cc(OCc2ccccn2)cc[nH]1. (6) Given the product CC(C)(C)OC(=O)NCCNC(=O)[C@@H]1C[C@@H](Oc2cccc(-c3ccccc3)c2)CN1C(=O)OC(C)(C)C, predict the reactants needed to synthesize it. The reactants are: CC(C)(C)OC(=O)N1C[C@H](Oc2cccc(-c3ccccc3)c2)C[C@H]1C(=O)O.CC(C)(C)OC(=O)NCCN. (7) Given the product CC1(C)CC2(CCCN(C3CCN(C(=O)c4cc(-c5ccncc5)sc4N)CC3)C2)C(=O)O1, predict the reactants needed to synthesize it. The reactants are: CC(C)(C)OC(=O)Nc1sc(-c2ccncc2)cc1C(=O)N1CCC(N2CCCC3(C2)CC(C)(C)OC3=O)CC1.